From a dataset of NCI-60 drug combinations with 297,098 pairs across 59 cell lines. Regression. Given two drug SMILES strings and cell line genomic features, predict the synergy score measuring deviation from expected non-interaction effect. (1) Drug 1: C1CCC(C1)C(CC#N)N2C=C(C=N2)C3=C4C=CNC4=NC=N3. Drug 2: C1=CN(C(=O)N=C1N)C2C(C(C(O2)CO)O)O.Cl. Cell line: HT29. Synergy scores: CSS=44.7, Synergy_ZIP=1.04, Synergy_Bliss=0.130, Synergy_Loewe=-55.1, Synergy_HSA=-3.69. (2) Drug 1: CC1=CC=C(C=C1)C2=CC(=NN2C3=CC=C(C=C3)S(=O)(=O)N)C(F)(F)F. Drug 2: C1CN(CCN1C(=O)CCBr)C(=O)CCBr. Cell line: SK-MEL-28. Synergy scores: CSS=5.72, Synergy_ZIP=0.269, Synergy_Bliss=9.81, Synergy_Loewe=-3.68, Synergy_HSA=0.906. (3) Drug 1: CC1=C(C=C(C=C1)NC(=O)C2=CC=C(C=C2)CN3CCN(CC3)C)NC4=NC=CC(=N4)C5=CN=CC=C5. Drug 2: CN(C(=O)NC(C=O)C(C(C(CO)O)O)O)N=O. Cell line: T-47D. Synergy scores: CSS=-5.32, Synergy_ZIP=0.930, Synergy_Bliss=0.312, Synergy_Loewe=-0.159, Synergy_HSA=-2.24. (4) Drug 1: CC1=C(C=C(C=C1)C(=O)NC2=CC(=CC(=C2)C(F)(F)F)N3C=C(N=C3)C)NC4=NC=CC(=N4)C5=CN=CC=C5. Drug 2: C1CC(=O)NC(=O)C1N2C(=O)C3=CC=CC=C3C2=O. Cell line: MCF7. Synergy scores: CSS=-4.85, Synergy_ZIP=0.841, Synergy_Bliss=-2.15, Synergy_Loewe=-6.87, Synergy_HSA=-6.87.